Predict the reactants needed to synthesize the given product. From a dataset of Full USPTO retrosynthesis dataset with 1.9M reactions from patents (1976-2016). (1) Given the product [OH:16][C@@H:15]([CH2:17][NH:32][CH:29]([CH3:31])[CH3:30])[CH2:14][O:13][C:12]1[CH:11]=[C:10]2[C:5]([C:6]([O:18][C:19]3[CH:20]=[C:21]4[C:25](=[CH:26][CH:27]=3)[NH:24][C:23]([CH3:28])=[CH:22]4)=[N:7][CH:8]=[N:9]2)=[CH:4][C:3]=1[O:2][CH3:1], predict the reactants needed to synthesize it. The reactants are: [CH3:1][O:2][C:3]1[CH:4]=[C:5]2[C:10](=[CH:11][C:12]=1[O:13][CH2:14][C@@H:15]1[CH2:17][O:16]1)[N:9]=[CH:8][N:7]=[C:6]2[O:18][C:19]1[CH:20]=[C:21]2[C:25](=[CH:26][CH:27]=1)[NH:24][C:23]([CH3:28])=[CH:22]2.[CH:29]([NH2:32])([CH3:31])[CH3:30]. (2) Given the product [NH3:9].[Cl:1][C:2]1[C:3]([CH2:4][N:12]([CH3:11])[CH2:13][CH:14]([C:16]2[C:21]([CH3:22])=[CH:20][CH:19]=[CH:18][N:17]=2)[OH:15])=[CH:6][CH:7]=[C:8]([Cl:10])[N:9]=1, predict the reactants needed to synthesize it. The reactants are: [Cl:1][C:2]1[N:9]=[C:8]([Cl:10])[CH:7]=[CH:6][C:3]=1[CH:4]=O.[CH3:11][NH:12][CH2:13][CH:14]([C:16]1[C:21]([CH3:22])=[CH:20][CH:19]=[CH:18][N:17]=1)[OH:15].C(O)(=O)C.C([BH3-])#N.[Na+]. (3) Given the product [C:1]([O:5][C:6](=[O:19])[NH:7][C@H:8]([CH2:17][OH:18])[CH2:9][C:10]1[CH:11]=[CH:12][C:13]([O:16][C:21]2[C:26]([N+:27]([O-:29])=[O:28])=[CH:25][CH:24]=[CH:23][N:22]=2)=[CH:14][CH:15]=1)([CH3:3])([CH3:2])[CH3:4], predict the reactants needed to synthesize it. The reactants are: [C:1]([O:5][C:6](=[O:19])[NH:7][C@H:8]([CH2:17][OH:18])[CH2:9][C:10]1[CH:15]=[CH:14][C:13]([OH:16])=[CH:12][CH:11]=1)([CH3:4])([CH3:3])[CH3:2].Cl[C:21]1[C:26]([N+:27]([O-:29])=[O:28])=[CH:25][CH:24]=[CH:23][N:22]=1.C(=O)([O-])[O-].[K+].[K+].CN(C)C=O.